Dataset: Reaction yield outcomes from USPTO patents with 853,638 reactions. Task: Predict the reaction yield, written as a fraction of the theoretical maximum amount of product (1.0 means a 100% yield; for example, 0.34 means a 34% yield). The reactants are [CH3:1][N:2]1[C:6]([CH3:7])=[C:5]([C:8]([OH:10])=[O:9])[C:4](=[O:11])[N:3]1[C:12]1[CH:17]=[CH:16][CH:15]=[CH:14][CH:13]=1.[C:18](Cl)(=O)C(Cl)=O. The catalyst is ClCCl. The product is [CH3:1][N:2]1[C:6]([CH3:7])=[C:5]([C:8]([O:10][CH3:18])=[O:9])[C:4](=[O:11])[N:3]1[C:12]1[CH:17]=[CH:16][CH:15]=[CH:14][CH:13]=1. The yield is 0.770.